This data is from Full USPTO retrosynthesis dataset with 1.9M reactions from patents (1976-2016). The task is: Predict the reactants needed to synthesize the given product. (1) The reactants are: [O:1]=[C:2]([NH:7][C:8]1[CH:13]=[CH:12][CH:11]=[C:10]([C:14]([F:17])([F:16])[F:15])[CH:9]=1)[CH2:3][C:4]([O-:6])=O.[Li+].[NH:19]1[CH2:23][CH2:22][CH2:21][CH2:20]1.C(N(C(C)C)C(C)C)C.O.ON1C2C=CC=CC=2N=N1.Cl.C(N=C=NCCCN(C)C)C. Given the product [O:6]=[C:4]([N:19]1[CH2:23][CH2:22][CH2:21][CH2:20]1)[CH2:3][C:2]([NH:7][C:8]1[CH:13]=[CH:12][CH:11]=[C:10]([C:14]([F:17])([F:16])[F:15])[CH:9]=1)=[O:1], predict the reactants needed to synthesize it. (2) Given the product [OH:20][C:21]([CH3:32])([CH3:31])[CH2:22][C:23]([N:25]1[CH2:30][CH2:29][N:28]([CH2:1][C:3]2[CH:4]=[C:5]3[C:10](=[CH:11][CH:12]=2)[CH2:9][N:8]([C:13]([O:15][C:16]([CH3:19])([CH3:18])[CH3:17])=[O:14])[CH2:7][CH2:6]3)[CH2:27][CH2:26]1)=[O:24], predict the reactants needed to synthesize it. The reactants are: [CH:1]([C:3]1[CH:4]=[C:5]2[C:10](=[CH:11][CH:12]=1)[CH2:9][N:8]([C:13]([O:15][C:16]([CH3:19])([CH3:18])[CH3:17])=[O:14])[CH2:7][CH2:6]2)=O.[OH:20][C:21]([CH3:32])([CH3:31])[CH2:22][C:23]([N:25]1[CH2:30][CH2:29][NH:28][CH2:27][CH2:26]1)=[O:24].[BH4-].[Na+].O. (3) Given the product [F:12][C:4]1[CH:5]=[C:6]([S:8]([CH3:11])(=[O:10])=[O:9])[CH:7]=[C:2]([F:1])[C:3]=1[NH:13][C@H:14]1[CH2:19][CH2:18][CH2:17][N:16]([CH:20]2[CH2:21][CH2:22][N:23]([C:34]#[N:33])[CH2:24][CH2:25]2)[C:15]1=[O:26], predict the reactants needed to synthesize it. The reactants are: [F:1][C:2]1[CH:7]=[C:6]([S:8]([CH3:11])(=[O:10])=[O:9])[CH:5]=[C:4]([F:12])[C:3]=1[NH:13][C@H:14]1[CH2:19][CH2:18][CH2:17][N:16]([CH:20]2[CH2:25][CH2:24][NH:23][CH2:22][CH2:21]2)[C:15]1=[O:26].C(=O)([O-])[O-].[K+].[K+].[N:33]#[C:34]Br.[OH-].[Na+]. (4) Given the product [I:16][C:17]1[CH:22]=[CH:21][CH:20]=[CH:19][C:18]=1[S:23]([N:26]=[C:6]=[O:7])(=[O:25])=[O:24], predict the reactants needed to synthesize it. The reactants are: C(N=[C:6]=[O:7])CCC.N12CCN(CC1)CC2.[I:16][C:17]1[CH:22]=[CH:21][CH:20]=[CH:19][C:18]=1[S:23]([NH2:26])(=[O:25])=[O:24].ClC(OC(Cl)(Cl)Cl)=O. (5) Given the product [ClH:1].[CH3:2][O:3][C:4](=[O:29])[C@@H:5]([NH2:21])[CH2:6][C:7]1[CH:12]=[CH:11][C:10]([C:13]2[CH:18]=[CH:17][CH:16]=[CH:15][C:14]=2[O:19][CH3:20])=[CH:9][CH:8]=1, predict the reactants needed to synthesize it. The reactants are: [ClH:1].[CH3:2][O:3][C:4](=[O:29])[C@@H:5]([NH:21]C(OC(C)(C)C)=O)[CH2:6][C:7]1[CH:12]=[CH:11][C:10]([C:13]2[CH:18]=[CH:17][CH:16]=[CH:15][C:14]=2[O:19][CH3:20])=[CH:9][CH:8]=1. (6) Given the product [C:1]([O:4][CH2:5][C:6]1[C:24]([F:25])=[C:23]([NH2:26])[C:9]2[C:10](=[O:22])[CH:11]=[C:12]([C:14]3[CH:19]=[CH:18][C:17]([NH:20][C:31](=[O:32])[CH2:30][CH2:29][Br:28])=[C:16]([F:21])[CH:15]=3)[O:13][C:8]=2[C:7]=1[F:27])(=[O:3])[CH3:2], predict the reactants needed to synthesize it. The reactants are: [C:1]([O:4][CH2:5][C:6]1[C:24]([F:25])=[C:23]([NH2:26])[C:9]2[C:10](=[O:22])[CH:11]=[C:12]([C:14]3[CH:19]=[CH:18][C:17]([NH2:20])=[C:16]([F:21])[CH:15]=3)[O:13][C:8]=2[C:7]=1[F:27])(=[O:3])[CH3:2].[Br:28][CH2:29][CH2:30][C:31](O)=[O:32].Cl.CN(C)CCCN=C=NCC.O. (7) Given the product [F:8][C:6]1[CH:5]=[C:4]([CH2:9][C:10]([NH:34][C@H:19]([C:25]([NH:34][CH:19]2[C:20](=[O:33])[N:21]([CH3:32])[C:22]3[CH:31]=[CH:30][CH:29]=[CH:28][C:23]=3[N:24]([CH3:27])[C:25]2=[O:26])=[O:26])[CH3:20])=[O:12])[CH:3]=[C:2]([F:1])[CH:7]=1, predict the reactants needed to synthesize it. The reactants are: [F:1][C:2]1[CH:3]=[C:4]([CH2:9][C:10]([OH:12])=O)[CH:5]=[C:6]([F:8])[CH:7]=1.Cl.N[C@H](C([C:19]1([NH2:34])[C:25](=[O:26])[N:24]([CH3:27])[C:23]2[CH:28]=[CH:29][CH:30]=[CH:31][C:22]=2[N:21]([CH3:32])[C:20]1=[O:33])=O)C. (8) Given the product [NH2:1][C:4]1[CH:5]=[C:6]2[C:10](=[CH:11][CH:12]=1)[N:9]([C:13]([O:15][C:16]([CH3:19])([CH3:18])[CH3:17])=[O:14])[CH2:8][CH2:7]2, predict the reactants needed to synthesize it. The reactants are: [N+:1]([C:4]1[CH:5]=[C:6]2[C:10](=[CH:11][CH:12]=1)[N:9]([C:13]([O:15][C:16]([CH3:19])([CH3:18])[CH3:17])=[O:14])[CH2:8][CH2:7]2)([O-])=O.